Predict the reactants needed to synthesize the given product. From a dataset of Full USPTO retrosynthesis dataset with 1.9M reactions from patents (1976-2016). (1) Given the product [F:12][C:9]([F:10])([F:11])[C:7]1[CH:6]=[C:5]([C@@H:13]2[O:17][C:16](=[O:18])[N:15]([CH2:19][C:20]3[C:25]([NH:26][CH:27]4[CH2:28][CH2:29][CH2:30][CH2:31][CH2:32]4)=[N:24][CH:23]=[C:22]([Br:36])[N:21]=3)[C@H:14]2[CH3:33])[CH:4]=[C:3]([C:2]([F:1])([F:34])[F:35])[CH:8]=1, predict the reactants needed to synthesize it. The reactants are: [F:1][C:2]([F:35])([F:34])[C:3]1[CH:4]=[C:5]([C@@H:13]2[O:17][C:16](=[O:18])[N:15]([CH2:19][C:20]3[C:25]([NH:26][CH:27]4[CH2:32][CH2:31][CH2:30][CH2:29][CH2:28]4)=[N:24][CH:23]=[CH:22][N:21]=3)[C@H:14]2[CH3:33])[CH:6]=[C:7]([C:9]([F:12])([F:11])[F:10])[CH:8]=1.[Br:36]N1C(=O)CCC1=O. (2) Given the product [Cl:44][C:45]1[CH:50]=[CH:49][C:48]([C@@H:51]([N:11]2[C:10]3[C@@H:9]([CH2:19][C:20]([O:22][CH2:23][CH3:24])=[O:21])[CH2:8][CH2:7][CH2:6][C:5]=3[C:4]3[C:12]2=[C:13]([S:15]([CH3:18])(=[O:17])=[O:16])[CH:14]=[C:2]([F:1])[CH:3]=3)[CH3:52])=[CH:47][CH:46]=1, predict the reactants needed to synthesize it. The reactants are: [F:1][C:2]1[CH:3]=[C:4]2[C:12](=[C:13]([S:15]([CH3:18])(=[O:17])=[O:16])[CH:14]=1)[NH:11][C:10]1[C@@H:9]([CH2:19][C:20]([O:22][CH2:23][CH3:24])=[O:21])[CH2:8][CH2:7][CH2:6][C:5]2=1.C1(P(C2C=CC=CC=2)C2C=CC=CC=2)C=CC=CC=1.[Cl:44][C:45]1[CH:50]=[CH:49][C:48]([C@H:51](O)[CH3:52])=[CH:47][CH:46]=1.N(C(OC(C)(C)C)=O)=NC(OC(C)(C)C)=O. (3) Given the product [CH3:10][S:8][C:5]1[N:4]=[C:3]([OH:9])[C:2]([OH:1])=[CH:7][N:6]=1, predict the reactants needed to synthesize it. The reactants are: [OH:1][C:2]1[C:3](=[O:9])[NH:4][C:5]([SH:8])=[N:6][CH:7]=1.[CH3:10]OS(OC)(=O)=O. (4) Given the product [OH:20][NH:19][C:17](=[O:18])/[CH:16]=[CH:15]/[C:12]1[CH:13]=[CH:14][N:10]([S:7]([C:3]2[CH:2]=[N:1][CH:6]=[CH:5][CH:4]=2)(=[O:9])=[O:8])[CH:11]=1, predict the reactants needed to synthesize it. The reactants are: [N:1]1[CH:6]=[CH:5][CH:4]=[C:3]([S:7]([N:10]2[CH:14]=[CH:13][C:12](/[CH:15]=[CH:16]/[C:17]([NH:19][O:20]C3CCCCO3)=[O:18])=[CH:11]2)(=[O:9])=[O:8])[CH:2]=1.Cl. (5) The reactants are: [NH2:1][CH:2]([C:11]1[CH:16]=[CH:15][CH:14]=[CH:13][CH:12]=1)[C:3]1([N:8]([CH3:10])[CH3:9])[CH2:7][CH2:6][CH2:5][CH2:4]1.[CH3:17][S:18][C:19]1[C:24]([C:25](O)=[O:26])=[CH:23][CH:22]=[CH:21][N:20]=1.C1CCC(N=C=NC2CCCCC2)CC1.C1C=CC2N(O)N=NC=2C=1. Given the product [CH3:9][N:8]([CH3:10])[C:3]1([CH:2]([C:11]2[CH:12]=[CH:13][CH:14]=[CH:15][CH:16]=2)[NH:1][C:25]([C:24]2[C:19]([S:18][CH3:17])=[N:20][CH:21]=[CH:22][CH:23]=2)=[O:26])[CH2:7][CH2:6][CH2:5][CH2:4]1, predict the reactants needed to synthesize it.